Dataset: Reaction yield outcomes from USPTO patents with 853,638 reactions. Task: Predict the reaction yield, written as a fraction of the theoretical maximum amount of product (1.0 means a 100% yield; for example, 0.34 means a 34% yield). (1) The reactants are [CH3:1][C:2]1([CH3:26])[C:11]2[C:6](=[C:7]([CH3:23])[CH:8]=[C:9]([C:13]([C:15]3[C:16]([CH3:22])=[N:17][N:18]([CH3:21])[C:19]=3[OH:20])=[O:14])[C:10]=2[CH3:12])[S:5](=[O:25])(=[O:24])[CH2:4][CH2:3]1.C(=O)([O-])[O-].[K+].[K+].[CH2:33]([S:36](Cl)(=[O:38])=[O:37])[CH2:34][CH3:35]. The catalyst is C(Cl)Cl.[Cl-].C([N+](CC)(CC)CC)C1C=CC=CC=1. The product is [CH3:1][C:2]1([CH3:26])[C:11]2[C:6](=[C:7]([CH3:23])[CH:8]=[C:9]([C:13]([C:15]3[C:16]([CH3:22])=[N:17][N:18]([CH3:21])[C:19]=3[O:20][S:36]([CH2:33][CH2:34][CH3:35])(=[O:38])=[O:37])=[O:14])[C:10]=2[CH3:12])[S:5](=[O:25])(=[O:24])[CH2:4][CH2:3]1. The yield is 0.740. (2) The reactants are [O:1]=[C:2]1[CH2:7][C:6]2([C:16]([O:18][CH3:19])=[O:17])[N:8]([C:9]([O:11][C:12]([CH3:15])(C)C)=[O:10])[CH:3]1[CH2:4][CH2:5]2.C(O)(C(F)(F)F)=O.C(Cl)(OC[C:31]1[CH:36]=[CH:35]C=[CH:33][CH:32]=1)=O. The catalyst is C(Cl)Cl. The product is [O:1]=[C:2]1[CH2:7][C:6]2([C:16]([O:18][CH3:19])=[O:17])[N:8]([C:9]([O:11][CH2:12][C:15]3[CH:35]=[CH:36][CH:31]=[CH:32][CH:33]=3)=[O:10])[CH:3]1[CH2:4][CH2:5]2. The yield is 0.300. (3) The reactants are C([O:8][C:9]([CH:11]([CH3:38])[CH2:12][P:13]([CH2:20][CH:21]([CH2:29][CH2:30][C:31]([O:33][C:34]([CH3:37])([CH3:36])[CH3:35])=[O:32])[C:22]([O:24][C:25]([CH3:28])([CH3:27])[CH3:26])=[O:23])([O:15][C:16]([CH3:19])([CH3:18])[CH3:17])=[O:14])=[O:10])C1C=CC=CC=1. The catalyst is [Pd].C(OCC)(=O)C. The product is [C:9]([CH:11]([CH3:38])[CH2:12][P:13]([CH2:20][CH:21]([CH2:29][CH2:30][C:31]([O:33][C:34]([CH3:37])([CH3:36])[CH3:35])=[O:32])[C:22]([O:24][C:25]([CH3:26])([CH3:27])[CH3:28])=[O:23])([O:15][C:16]([CH3:18])([CH3:19])[CH3:17])=[O:14])([OH:10])=[O:8]. The yield is 1.00. (4) The reactants are [CH3:1][O:2][C:3](=[O:23])[C:4]([C:16]1[CH:21]=[CH:20][C:19]([OH:22])=[CH:18][CH:17]=1)=[CH:5][C:6]1[CH:11]=[C:10]([O:12][CH3:13])[CH:9]=[C:8]([O:14][CH3:15])[CH:7]=1. The catalyst is O1CCOCC1. The product is [CH3:1][O:2][C:3](=[O:23])[CH:4]([C:16]1[CH:17]=[CH:18][C:19]([OH:22])=[CH:20][CH:21]=1)[CH2:5][C:6]1[CH:7]=[C:8]([O:14][CH3:15])[CH:9]=[C:10]([O:12][CH3:13])[CH:11]=1. The yield is 1.00. (5) The reactants are [CH3:1][O:2][CH2:3][CH2:4][NH:5][C:6]([C:8]1[S:9][CH:10]=[CH:11][CH:12]=1)=O.S(Cl)(Cl)=O.C1(=O)O[C:21](=[O:22])[C:20]2=[CH:24][CH:25]=[CH:26][CH:27]=[C:19]2[CH2:18]1. No catalyst specified. The product is [CH3:1][O:2][CH2:3][CH2:4][N:5]1[C:6]([C:8]2[S:9][CH:10]=[CH:11][CH:12]=2)=[CH:18][C:19]2[C:20](=[CH:24][CH:25]=[CH:26][CH:27]=2)[C:21]1=[O:22]. The yield is 0.500.